From a dataset of Catalyst prediction with 721,799 reactions and 888 catalyst types from USPTO. Predict which catalyst facilitates the given reaction. Reactant: [Br:1][C:2]1[C:3]([Cl:18])=[C:4]([OH:17])[CH:5]=[CH:6][C:7]=1[B:8]1[O:12][C:11]([CH3:14])([CH3:13])[C:10]([CH3:16])([CH3:15])[O:9]1.[CH3:19][N:20]1[CH2:25][CH2:24][N:23]([CH2:26][CH2:27]O)[CH2:22][CH2:21]1.C1C=CC(P(C2C=CC=CC=2)C2C=CC=CC=2)=CC=1.N(C(OC(C)(C)C)=O)=NC(OC(C)(C)C)=O. Product: [Br:1][C:2]1[C:3]([Cl:18])=[C:4]([CH:5]=[CH:6][C:7]=1[B:8]1[O:12][C:11]([CH3:13])([CH3:14])[C:10]([CH3:16])([CH3:15])[O:9]1)[O:17][CH2:27][CH2:26][N:23]1[CH2:24][CH2:25][N:20]([CH3:19])[CH2:21][CH2:22]1. The catalyst class is: 11.